This data is from Forward reaction prediction with 1.9M reactions from USPTO patents (1976-2016). The task is: Predict the product of the given reaction. Given the reactants C([N-]C(C)C)(C)C.[Li+].[Cl:9][C:10]1[CH:15]=[CH:14][CH:13]=[C:12]([C:16]([F:19])([F:18])[F:17])[N:11]=1.[CH:20](=[O:27])[C:21]1[CH:26]=[CH:25][CH:24]=[CH:23][CH:22]=1.O, predict the reaction product. The product is: [Cl:9][C:10]1[C:15]([CH:20]([C:21]2[CH:26]=[CH:25][CH:24]=[CH:23][CH:22]=2)[OH:27])=[CH:14][CH:13]=[C:12]([C:16]([F:17])([F:18])[F:19])[N:11]=1.